Dataset: NCI-60 drug combinations with 297,098 pairs across 59 cell lines. Task: Regression. Given two drug SMILES strings and cell line genomic features, predict the synergy score measuring deviation from expected non-interaction effect. (1) Drug 1: CN1CCC(CC1)COC2=C(C=C3C(=C2)N=CN=C3NC4=C(C=C(C=C4)Br)F)OC. Drug 2: CC(C)CN1C=NC2=C1C3=CC=CC=C3N=C2N. Cell line: SNB-19. Synergy scores: CSS=0.737, Synergy_ZIP=0.00653, Synergy_Bliss=-0.139, Synergy_Loewe=-4.57, Synergy_HSA=-2.41. (2) Drug 1: CC1=C(C=C(C=C1)NC(=O)C2=CC=C(C=C2)CN3CCN(CC3)C)NC4=NC=CC(=N4)C5=CN=CC=C5. Drug 2: C1CCC(C(C1)N)N.C(=O)(C(=O)[O-])[O-].[Pt+4]. Cell line: 786-0. Synergy scores: CSS=20.9, Synergy_ZIP=-6.90, Synergy_Bliss=0.413, Synergy_Loewe=-3.00, Synergy_HSA=0.917.